From a dataset of Catalyst prediction with 721,799 reactions and 888 catalyst types from USPTO. Predict which catalyst facilitates the given reaction. (1) Reactant: C[Si]([N-][Si](C)(C)C)(C)C.[Li+].[C:11]([O:15][C:16]([NH:18][CH:19]1[C:25](=[O:26])[NH:24][C:23]2[CH:27]=[CH:28][CH:29]=[CH:30][C:22]=2[NH:21][CH2:20]1)=[O:17])([CH3:14])([CH3:13])[CH3:12].Br[CH2:32][C:33]([O:35][CH3:36])=[O:34]. Product: [CH3:36][O:35][C:33](=[O:34])[CH2:32][N:24]1[C:25](=[O:26])[CH:19]([NH:18][C:16]([O:15][C:11]([CH3:14])([CH3:12])[CH3:13])=[O:17])[CH2:20][NH:21][C:22]2[CH:30]=[CH:29][CH:28]=[CH:27][C:23]1=2. The catalyst class is: 56. (2) Reactant: C(O)CCC.Cl[C:7]1[N:16]=[CH:15][C:14]2[C:9](=[C:10]([CH3:17])[CH:11]=[CH:12][CH:13]=2)[N:8]=1.[NH2:18][C:19]1[CH:20]=[C:21]([CH2:28][OH:29])[C:22]2[NH:26][CH:25]=[N:24][C:23]=2[CH:27]=1. Product: [CH3:17][C:10]1[CH:11]=[CH:12][CH:13]=[C:14]2[C:9]=1[N:8]=[C:7]([NH:18][C:19]1[CH:20]=[C:21]([CH2:28][OH:29])[C:22]3[N:26]=[CH:25][NH:24][C:23]=3[CH:27]=1)[N:16]=[CH:15]2. The catalyst class is: 21.